This data is from Experimentally validated miRNA-target interactions with 360,000+ pairs, plus equal number of negative samples. The task is: Binary Classification. Given a miRNA mature sequence and a target amino acid sequence, predict their likelihood of interaction. (1) The miRNA is hsa-miR-1288-5p with sequence GCAGAUCAGGACUGUAACUCACC. The protein sequence of the target gene is MATFISVQLKKTSEVDLAKPLVKFIQQTYPSGGEEQAQYCRAAEELSKLRRAAVGRPLDKHEGALETLLRYYDQICSIEPKFPFSENQICLTFTWKDAFDKGSLFGGSVKLALASLGYEKSCVLFNCAALASQIAAEQNLDNDEGLKIAAKHYQFASGAFLHIKETVLSALSREPTVDISPDTVGTLSLIMLAQAQEVFFLKATRDKMKDAIIAKLANQAADYFGDAFKQCQYKDTLPKEVFPVLAAKHCIMQANAEYHQSILAKQQKKFGEEIARLQHAAELIKTVASRYDEYVNVKDF.... Result: 0 (no interaction). (2) The miRNA is hsa-miR-663b with sequence GGUGGCCCGGCCGUGCCUGAGG. The protein sequence of the target gene is MDQPSGRSFMQVLCEKYSPENFPYRRGPGMGVHVPATPQGSPMKDRLNLPSVLVLNSCGITCAGDEKEIAAFCAHVSELDLSDNKLEDWHEVSKIVSNVPQLEFLNLSSNPLNLSVLERTCAGSFSGVRKLVLNNSKASWETVHMILQELPDLEELFLCLNDYETVSCPSICCHSLKLLHITDNNLQDWTEIRKLGVMFPSLDTLVLANNHLNAIEEPDDSLARLFPNLRSISLHKSGLQSWEDIDKLNSFPKLEEVRLLGIPLLQPYTTEERRKLVIARLPSVSKLNGSVVTDGEREDS.... Result: 1 (interaction). (3) The miRNA is hsa-miR-5685 with sequence ACAGCCCAGCAGUUAUCACGGG. The protein sequence of the target gene is MALTQGPLKFMDVAIEFSQEEWKCLDPAQRTLYRDVMLENYRNLVSLGICLPDLSVTSMLEQKRDPWTLQSEEKIANDPDGRECIKGVNTERSSKLGSNAGNKPCKNQLGFTFQLHLSDLQLFQAERKISGCKHFEKPVSDNSSVSPLEKISSSVKSHLLNKYRNNFDHAPLLPQEQKAHIREKAYKCNEHGQVFRASASLTNQVIHNADNPYKCSECGKVFSCSSKLVIHRRMHTGEKPYKCHECGKLFSSNSNLSQHQRIHTGEKPYKCHECDKVFRSSSKLAQHQRIHTGEKPYKCH.... Result: 0 (no interaction). (4) The miRNA is hsa-miR-146a-3p with sequence CCUCUGAAAUUCAGUUCUUCAG. The protein sequence of the target gene is MEGAKPTLQLVYQAVQALYHDPDPSGKERASFWLGELQRSVHAWEISDQLLQIRQDVESCYFAAQTMKMKIQTSFYELPTDSHASLRDSLLTHIQNLKDLSPVIVTQLALAIADLALQMPSWKGCVQTLVEKYSNDVTSLPFLLEILTVLPEEVHSRSLRIGANRRTEIIEDLAFYSSTVVSLLMTCVEKAGTDEKMLMKVFRCLGSWFNLGVLDSNFMANNKLLALLFEVLQQDKTSSNLHEAASDCVCSALYAIENVETNLPLAMQLFQGVLTLETAYHMAVAREDLDKVLNYCRIFT.... Result: 0 (no interaction). (5) The miRNA is hsa-miR-1237-5p with sequence CGGGGGCGGGGCCGAAGCGCG. The protein sequence of the target gene is MGGSTRDPGALEGAGILGQSPYERLSQRMLDISGDRGVLKDIIREGTGDTVTPDASVLVKYSGYLEHMDKPFDSNCFRKTPRLMKLGEDITLWGMELGLLSMRKGELARFLFKPAYAYGTLGCPPLIPPNATVLFEIELIDFLDSAESDKFCALSAEQQEQFPLQKVLKVAATEREFGNYLFRQNRFCDAKVRYKRALLLLHRRLATCEEQHLVEPAVLLVLLNLSFVYLKLDRPAMALRYGEQALLIDKRNAKALFRCGQACLLLTEYERARDFLVRAQKEQPCNHDINNELKKLSSHY.... Result: 0 (no interaction).